From a dataset of Reaction yield outcomes from USPTO patents with 853,638 reactions. Predict the reaction yield, written as a fraction of the theoretical maximum amount of product (1.0 means a 100% yield; for example, 0.34 means a 34% yield). (1) The reactants are [C:1]([O:5][C:6]([NH:8][C:9]1[CH:14]=[CH:13][C:12]([N+:15]([O-])=O)=[CH:11][N:10]=1)=[O:7])([CH3:4])([CH3:3])[CH3:2]. The catalyst is CO.C(OCC)(=O)C.[Pd]. The product is [NH2:15][C:12]1[CH:13]=[CH:14][C:9]([NH:8][C:6]([O:5][C:1]([CH3:4])([CH3:3])[CH3:2])=[O:7])=[N:10][CH:11]=1. The yield is 0.970. (2) The reactants are C([Li])CCC.Br[C:7]1[CH:12]=[CH:11][CH:10]=[C:9]([Br:13])[CH:8]=1.[C:14]([C:16]1[C:21]([F:22])=[CH:20][CH:19]=[CH:18][C:17]=1[C:23]([C:31]1[CH:36]=[CH:35][N:34]=[C:33]([O:37][CH3:38])[CH:32]=1)=[N:24]S(C(C)(C)C)=O)#[N:15].Cl. The catalyst is C(OCC)C. The product is [Br:13][C:9]1[CH:8]=[C:7]([C:23]2([C:31]3[CH:36]=[CH:35][N:34]=[C:33]([O:37][CH3:38])[CH:32]=3)[C:17]3[C:16](=[C:21]([F:22])[CH:20]=[CH:19][CH:18]=3)[C:14]([NH2:15])=[N:24]2)[CH:12]=[CH:11][CH:10]=1. The yield is 0.470. (3) The reactants are [OH:1][CH2:2][CH2:3][CH2:4][C:5]([NH:7][CH2:8][C:9]1[N:10]=[C:11]2[CH:17]=[C:16]([C:18]3[C:26]4[C:21](=[CH:22][CH:23]=[C:24]([O:27][CH3:28])[CH:25]=4)[N:20]([CH3:29])[CH:19]=3)[N:15]([CH2:30][O:31][CH2:32][CH2:33][Si:34]([CH3:37])([CH3:36])[CH3:35])[C:12]2=[N:13][CH:14]=1)=[O:6].N1C(C)=CC=CC=1C.[Si:46](OS(C(F)(F)F)(=O)=O)([C:49]([CH3:52])([CH3:51])[CH3:50])([CH3:48])[CH3:47]. The catalyst is C(Cl)Cl. The product is [Si:46]([O:1][CH2:2][CH2:3][CH2:4][C:5]([NH:7][CH2:8][C:9]1[N:10]=[C:11]2[CH:17]=[C:16]([C:18]3[C:26]4[C:21](=[CH:22][CH:23]=[C:24]([O:27][CH3:28])[CH:25]=4)[N:20]([CH3:29])[CH:19]=3)[N:15]([CH2:30][O:31][CH2:32][CH2:33][Si:34]([CH3:37])([CH3:35])[CH3:36])[C:12]2=[N:13][CH:14]=1)=[O:6])([C:49]([CH3:52])([CH3:51])[CH3:50])([CH3:48])[CH3:47]. The yield is 0.740. (4) The product is [F:7][C:8]1[C:12]([CH3:13])=[C:3]([C:1]#[N:2])[C:4](=[O:5])[NH:6][C:9]=1[CH3:10]. The reactants are [C:1]([CH2:3][C:4]([NH2:6])=[O:5])#[N:2].[F:7][CH:8]([C:12](=O)[CH3:13])[C:9](=O)[CH3:10].N1CCCCC1. The yield is 0.580. The catalyst is CCO. (5) The reactants are Br[C:2]1[CH:3]=[C:4]([CH:8]([OH:14])[C:9]([N:11]([CH3:13])[CH3:12])=[O:10])[CH:5]=[N:6][CH:7]=1.C([O-])(=O)C.[K+].Br[C:21]1[C:22]([C:46]([F:49])([F:48])[F:47])=[C:23]2[C:29]([C:30]3[CH:35]=[CH:34][CH:33]=[CH:32][C:31]=3[O:36][CH3:37])=[CH:28][N:27](COCC[Si](C)(C)C)[C:24]2=[N:25][CH:26]=1.C(=O)([O-])[O-].[Na+].[Na+].S([O-])([O-])(=O)=O.[Na+].[Na+]. The catalyst is CC(N(C)C)=O. The product is [OH:14][CH:8]([C:4]1[CH:5]=[N:6][CH:7]=[C:2]([C:21]2[C:22]([C:46]([F:47])([F:48])[F:49])=[C:23]3[C:29]([C:30]4[CH:35]=[CH:34][CH:33]=[CH:32][C:31]=4[O:36][CH3:37])=[CH:28][NH:27][C:24]3=[N:25][CH:26]=2)[CH:3]=1)[C:9]([N:11]([CH3:13])[CH3:12])=[O:10]. The yield is 0.0700. (6) The reactants are Br[C:2]1[CH:7]=[CH:6][C:5]([O:8][C:9]([F:12])([F:11])[F:10])=[CH:4][C:3]=1[F:13].[CH3:14][C:15]1([CH3:31])[C:19]([CH3:21])([CH3:20])[O:18][B:17]([B:17]2[O:18][C:19]([CH3:21])([CH3:20])[C:15]([CH3:31])([CH3:14])[O:16]2)[O:16]1.C([O-])(=O)C.[K+]. The catalyst is CS(C)=O.C(OCC)(=O)C.Cl[Pd]Cl. The product is [F:13][C:3]1[CH:4]=[C:5]([O:8][C:9]([F:12])([F:11])[F:10])[CH:6]=[CH:7][C:2]=1[B:17]1[O:18][C:19]([CH3:21])([CH3:20])[C:15]([CH3:31])([CH3:14])[O:16]1. The yield is 0.614. (7) The catalyst is C(O)(=O)C. The product is [F:2][C:3]1[CH:8]=[C:7]2[C:6](=[CH:5][CH:4]=1)[NH:9][CH:12]=[CH:11]2. The reactants are Cl.[F:2][C:3]1[CH:8]=[CH:7][C:6]([NH:9]N)=[CH:5][CH:4]=1.[CH3:11][CH:12](C)C(=O)C.N1C2C(=CC=CC=2)C=C1. The yield is 0.760.